Dataset: Forward reaction prediction with 1.9M reactions from USPTO patents (1976-2016). Task: Predict the product of the given reaction. Given the reactants C1C=CC(Cl)=C(C[N:8]2[CH2:16][C:12]3[CH:13]=[CH:14][S:15][C:11]=3[CH2:10][CH2:9]2)C=1.NCCC1SC=CC=1, predict the reaction product. The product is: [S:15]1[C:11]2[CH2:10][CH2:9][NH:8][CH2:16][C:12]=2[CH:13]=[CH:14]1.